Dataset: Human Reference Interactome with 51,813 positive PPI pairs across 8,248 proteins, plus equal number of experimentally-validated negative pairs. Task: Binary Classification. Given two protein amino acid sequences, predict whether they physically interact or not. (1) Protein 1 (ENSG00000007952) has sequence MGNWVVNHWFSVLFLVVWLGLNVFLFVDAFLKYEKADKYYYTRKILGSTLACARASALCLNFNSTLILLPVCRNLLSFLRGTCSFCSRTLRKQLDHNLTFHKLVAYMICLHTAIHIIAHLFNFDCYSRSRQATDGSLASILSSLSHDEKKGGSWLNPIQSRNTTVEYVTFTSIAGLTGVIMTIALILMVTSATEFIRRSYFEVFWYTHHLFIFYILGLGIHGIGGIVRGQTEESMNESHPRKCAESFEMWDDRDSHCRRPKFEGHPPESWKWILAPVILYICERILRFYRSQQKVVITKV.... Protein 2 (ENSG00000213064) has sequence MDKLKKVLSGQDTEDRSGLSEVVEASSLSWSTRIKGFIACFAIGILCSLLGTVLLWVPRKGLHLFAVFYTFGNIASIGSTIFLMGPVKQLKRMFEPTRLIATIMVLLCFALTLCSAFWWHNKGLALIFCILQSLALTWYSLSFIPFARDAVKKCFAVCLA*MDKLKKVLSGQDTEDRSGLSEVVEASSLSWSTRIKGFIACFAIGILCSLLGTVLLWVPRKGLHLFAVFYTFGNIASIGSCVLHLPCVLPFGGITRDLHLSSAFCSLWH*. Result: 0 (the proteins do not interact). (2) Protein 1 (ENSG00000137699) has sequence MEAADASRSNGSSPEARDARSPSGPSGSLENGTKADGKDAKTTNGHGGEAAEGKSLGSALKPGEGRSALFAGNEWRRPIIQFVESGDDKNSNYFSMDSMEGKRSPYAGLQLGAAKKPPVTFAEKGELRKSIFSESRKPTVSIMEPGETRRNSYPRADTGLFSRSKSGSEEVLCDSCIGNKQKAVKSCLVCQASFCELHLKPHLEGAAFRDHQLLEPIRDFEARKCPVHGKTMELFCQTDQTCICYLCMFQEHKNHSTVTVEEAKAEKETELSLQKEQLQLKIIEIEDEAEKWQKEKDRIK.... Protein 2 (ENSG00000110195) has sequence MAQRMTTQLLLLLVWVAVVGEAQTRIAWARTELLNVCMNAKHHKEKPGPEDKLHEQCRPWRKNACCSTNTSQEAHKDVSYLYRFNWNHCGEMAPACKRHFIQDTCLYECSPNLGPWIQQVDQSWRKERVLNVPLCKEDCEQWWEDCRTSYTCKSNWHKGWNWTSGFNKCAVGAACQPFHFYFPTPTVLCNEIWTHSYKVSNYSRGSGRCIQMWFDPAQGNPNEEVARFYAAAMSGAGPWAAWPFLLSLALMLLWLLS*. Result: 0 (the proteins do not interact). (3) Protein 1 (ENSG00000086289) has sequence MPGRAPLRTVPGALGAWLLGGLWAWTLCGLCSLGAVGAPRPCQAPQQWEGRQVMYQQSSGRNSRALLSYDGLNQRVRVLDERKALIPCKRLFEYILLYKDGVMFQIDQATKQCSKMTLTQPWDPLDIPQNSTFEDQYSIGGPQEQITVQEWSDRKSARSYETWIGIYTVKDCYPVQETFTINYSVILSTRFFDIQLGIKDPSVFTPPSTCQMAQLEKMSEDCSW*MVRDWEGRCAHRGRPAGGGLSNTQRGGGRLFEYILLYKDGVMFQIDQATKQCSKMTLTQPWDPLDIPQNSTFEDQ.... Protein 2 (ENSG00000126545) has sequence MRLLILTCLVAVALARPKLPLRYPERLQNPSESSEPIPLESREEYMNGMNRQRNILREKQTDEIKDTRNESTQNCVVAEPEKMESSISSSSEEMSLSKCAEQFCRLNEYNQLQLQAAHAQEQIRRMNENSHVQVPFQQLNQLAAYPYAVWYYPQIMQYVPFPPFSDISNPTAHENYEKNNVMLQW*MRLLILTCLVAVALARPKLPLRYPERLQNPSESSEPIPLESREEYMNGMNRRNILREKQTDEIKDTRNESTQNCVVAEPEKMESSISSSSEEQFCRLNEYNQLQLQAAHAQEQI.... Result: 0 (the proteins do not interact). (4) Protein 1 (ENSG00000004779) has sequence MASRVLSAYVSRLPAAFAPLPRVRMLAVARPLSTALCSAGTQTRLGTLQPALVLAQVPGRVTQLCRQYSDMPPLTLEGIQDRVLYVLKLYDKIDPEKLSVNSHFMKDLGLDSLDQVEIIMAMEDEFGFEIPDIDAEKLMCPQEIVDYIADKKDVYE*MASRVLSAYVSRLPAAFAPLPRVRMLAVARPLSTALCSAGTQTRLGTLQPALVLAQHLLPVSRTPGSNSRKQAK*XLSAYVSRLPAAFAPLPRVRMLAVARPLSTALCSAGTQTRLGTLQPALVLAQLSVNSHFMKDLGLDSL.... Protein 2 (ENSG00000182263) has sequence MISSTSVYGLKMQWTPEHAQWPEQHFDITSTTRSPAHKVEAYRGHLQRTYQYAWANDDISALTASNLLKKYAEKYSGILEGPVDRPVLSNYSDTPSGLVNGRKNESEPWQPSLNSEAVYPMNCVPDVITASKAGVSSALPPADVSASIGSSPGVASNLTEPSYSSSTCGSHTVPSLHAGLPSQEYAPGYNGSYLHSTYSSQPAPALPSPHPSPLHSSGLLQPPPPPPPPPALVPGYNGTSNLSSYSYPSASYPPQTAVGSGYSPGGAPPPPSAYLPSGIPAPTPLPPTTVPGYTYQGHGL.... Result: 0 (the proteins do not interact). (5) Protein 1 (ENSG00000165588) has sequence MMSYLKQPPYAVNGLSLTTSGMDLLHPSVGYPATPRKQRRERTTFTRAQLDVLEALFAKTRYPDIFMREEVALKINLPESRVQVWFKNRRAKCRQQQQQQQNGGQNKVRPAKKKTSPAREVSSESGTSGQFTPPSSTSVPTIASSSAPVSIWSPASISPLSDPLSTSSSCMQRSYPMTYTQASGYSQGYAGSTSYFGGMDCGSYLTPMHHQLPGPGATLSPMGTNAVTSHLNQSPASLSTQGYGASSLGFNSTTDCLDYKDQTASWKLNFNADCLDYKDQTSSWKFQVL*MMSYLKQPPY.... Protein 2 (ENSG00000086506) has sequence MALSAEDRALVRALWKKLGSNVGVYTTEALERTFLAFPATKTYFSHLDLSPGSSQVRAHGQKVADALSLAVERLDDLPHALSALSHLHACQLRVDPASFQLLGHCLLVTLARHYPGDFSPALQASLDKFLSHVISALVSEYR*. Result: 0 (the proteins do not interact). (6) Protein 1 (ENSG00000151150) has sequence MAHAASQLKKNRDLEINAEEEPEKKRKHRKRSRDRKKKSDANASYLRAARAGHLEKALDYIKNGVDINICNQNGLNALHLASKEGHVEVVSELLQREANVDAATKKGNTALHIASLAGQAEVVKVLVTNGANVNAQSQNGFTPLYMAAQENHLEVVKFLLDNGASQSLATEDGFTPLAVALQQGHDQVVSLLLENDTKGKVRLPALHIAARKDDTKAAALLLQNDNNADVESKSGFTPLHIAAHYGNINVATLLLNRAAAVDFTARNDITPLHVASKRGNANMVKLLLDRGAKIDAKTRD.... Protein 2 (ENSG00000013441) has sequence MRHSKRTYCPDWDDKDWDYGKWRSSSSHKRRKRSHSSAQENKRCKYNHSKMCDSHYLESRSINEKDYHSRRYIDEYRNDYTQGCEPGHRQRDHESRYQNHSSKSSGRSGRSSYKSKHRIHHSTSHRRSHGKSHRRKRTRSVEDDEEGHLICQSGDVLSARYEIVDTLGEGAFGKVVECIDHKAGGRHVAVKIVKNVDRYCEAARSEIQVLEHLNTTDPNSTFRCVQMLEWFEHHGHICIVFELLGLSTYDFIKENGFLPFRLDHIRKMAYQICKSVNFLHSNKLTHTDLKPENILFVQSD.... Result: 0 (the proteins do not interact). (7) Protein 1 (ENSG00000140092) has sequence MPGIKRILTVTILALCLPSPGNAQAQCTNGFDLDRQSGQCLDGVSLSSPRLECNGAISAHCNLCLPGSSDSSASASQVAGITDIDECRTIPEACRGDMMCVNQNGGYLCIPRTNPVYRGPYSNPYSTPYSGPYPAAAPPLSAPNYPTISRPLICRFGYQMDESNQCVDVDECATDSHQCNPTQICINTEGGYTCSCTDGYWLLEGQCLDIDECRYGYCQQLCANVPGSYSCTCNPGFTLNEDGRSCQDVNECATENPCVQTCVNTYGSFICRCDPGYELEEDGVHCSDMDECSFSEFLCQ.... Protein 2 (ENSG00000133119) has sequence MSLWVDKYRPCSLGRLDYHKEQAAQLRNLVQCGDFPHLLVYGPSGAGKKTRIMCILRELYGVGVEKLRIEHQTITTPSKKKIEISTIASNYHLEVNPSDAGNSDRVVIQEMLKTVAQSQQLETNSQRDFKVVLLTEVDKLTKDAQHALRRTMEKYMSTCRLILCCNSTSKVIPPIRSRCLAVRVPAPSIEDICHVLSTVCKKEGLNLPSQLAHRLAEKSCRNLRKALLMCEACRVQQYPFTADQEIPETDWEVYLRETANAIVSQQTPQRLLEVRGRLYELLTHCIPPEIIMKGLLSELL.... Result: 0 (the proteins do not interact).